From a dataset of Forward reaction prediction with 1.9M reactions from USPTO patents (1976-2016). Predict the product of the given reaction. Given the reactants [C:1]([O:5][C:6]([NH:8][C@@H:9]([CH2:21][CH2:22][C:23]1[N:27]([CH2:28][CH2:29][CH2:30][CH2:31][CH2:32][CH2:33][CH2:34][CH3:35])[C:26]2[CH:36]=[CH:37][CH:38]=[CH:39][C:25]=2[N:24]=1)[C:10]([NH:12][O:13]CC1C=CC=CC=1)=[O:11])=[O:7])([CH3:4])([CH3:3])[CH3:2], predict the reaction product. The product is: [C:1]([O:5][C:6]([NH:8][C@@H:9]([CH2:21][CH2:22][C:23]1[N:27]([CH2:28][CH2:29][CH2:30][CH2:31][CH2:32][CH2:33][CH2:34][CH3:35])[C:26]2[CH:36]=[CH:37][CH:38]=[CH:39][C:25]=2[N:24]=1)[C:10]([NH:12][OH:13])=[O:11])=[O:7])([CH3:2])([CH3:3])[CH3:4].